Predict the reaction yield, written as a fraction of the theoretical maximum amount of product (1.0 means a 100% yield; for example, 0.34 means a 34% yield). From a dataset of Reaction yield outcomes from USPTO patents with 853,638 reactions. (1) The reactants are [C:1]([N:5]1[CH:9]=[C:8]([NH:10][C:11]([NH:13][C:14]2[CH:19]=[C:18]([C:20]3[C:31](=[O:32])[N:30]([CH3:33])[C:23]4[N:24]=[C:25](NC)[N:26]=[CH:27][C:22]=4[CH:21]=3)[C:17]([CH3:34])=[CH:16][C:15]=2[F:35])=[O:12])[CH:7]=[N:6]1)([CH3:4])([CH3:3])[CH3:2].[C:36]1([C@@H:42]([NH2:44])[CH3:43])[CH:41]=[CH:40][CH:39]=[CH:38][CH:37]=1. The catalyst is C1COCC1. The product is [C:1]([N:5]1[CH:9]=[C:8]([NH:10][C:11]([NH:13][C:14]2[CH:19]=[C:18]([C:20]3[C:31](=[O:32])[N:30]([CH3:33])[C:23]4[N:24]=[C:25]([NH:44][C@H:42]([C:36]5[CH:41]=[CH:40][CH:39]=[CH:38][CH:37]=5)[CH3:43])[N:26]=[CH:27][C:22]=4[CH:21]=3)[C:17]([CH3:34])=[CH:16][C:15]=2[F:35])=[O:12])[CH:7]=[N:6]1)([CH3:4])([CH3:3])[CH3:2]. The yield is 0.580. (2) The reactants are I[C:2]1[CH:3]=[N:4][NH:5][CH:6]=1.[C:7]([Si:9]([CH3:12])([CH3:11])[CH3:10])#[CH:8].C(NCC)C. The catalyst is O1CCCC1.Cl[Pd](Cl)([P](C1C=CC=CC=1)(C1C=CC=CC=1)C1C=CC=CC=1)[P](C1C=CC=CC=1)(C1C=CC=CC=1)C1C=CC=CC=1.[Cu]I. The product is [CH3:10][Si:9]([C:7]#[C:8][C:2]1[CH:3]=[N:4][NH:5][CH:6]=1)([CH3:12])[CH3:11]. The yield is 0.550. (3) The reactants are C[O:2][C:3](=[O:34])[CH:4]([NH:11][CH2:12][C:13]1[CH:18]=[CH:17][C:16]([O:19][CH2:20][CH2:21][C:22]2[N:23]=[C:24]([C:28]3[CH:33]=[CH:32][CH:31]=[CH:30][CH:29]=3)[O:25][C:26]=2[CH3:27])=[CH:15][CH:14]=1)[C:5]1[CH:10]=[CH:9][CH:8]=[CH:7][CH:6]=1. The catalyst is CO.[NH4+].[Cl-]. The product is [CH3:27][C:26]1[O:25][C:24]([C:28]2[CH:29]=[CH:30][CH:31]=[CH:32][CH:33]=2)=[N:23][C:22]=1[CH2:21][CH2:20][O:19][C:16]1[CH:17]=[CH:18][C:13]([CH2:12][NH:11][CH:4]([C:5]2[CH:6]=[CH:7][CH:8]=[CH:9][CH:10]=2)[C:3]([OH:34])=[O:2])=[CH:14][CH:15]=1. The yield is 0.710. (4) The reactants are [OH:1][C:2]1[CH:10]=[C:9]2[C:5]([CH2:6][CH2:7][C:8]2=[O:11])=[CH:4][CH:3]=1.[F:12][CH2:13][CH2:14][CH2:15]O.C1(P(C2C=CC=CC=2)C2C=CC=CC=2)C=CC=CC=1.N(C(OC(C)C)=O)=NC(OC(C)C)=O. The catalyst is C1COCC1. The product is [F:12][CH2:13][CH2:14][CH2:15][O:1][C:2]1[CH:10]=[C:9]2[C:5]([CH2:6][CH2:7][C:8]2=[O:11])=[CH:4][CH:3]=1. The yield is 1.11. (5) The reactants are [CH3:1][Si:2]([CH3:10])([CH3:9])[O:3][C:4]([CH3:8])([C:6]#[CH:7])[CH3:5].[Li]CCCC.CON(C)[C:19](=[O:26])[C:20]1[CH:25]=[CH:24][N:23]=[CH:22][CH:21]=1. The catalyst is C1COCC1. The product is [CH3:5][C:4]([O:3][Si:2]([CH3:10])([CH3:9])[CH3:1])([CH3:8])[C:6]#[C:7][C:19]([C:20]1[CH:25]=[CH:24][N:23]=[CH:22][CH:21]=1)=[O:26]. The yield is 0.270.